From a dataset of Peptide-MHC class I binding affinity with 185,985 pairs from IEDB/IMGT. Regression. Given a peptide amino acid sequence and an MHC pseudo amino acid sequence, predict their binding affinity value. This is MHC class I binding data. (1) The peptide sequence is VTTQRQSVY. The MHC is HLA-A01:01 with pseudo-sequence HLA-A01:01. The binding affinity (normalized) is 0.638. (2) The peptide sequence is PRFGSCYFL. The MHC is HLA-A31:01 with pseudo-sequence HLA-A31:01. The binding affinity (normalized) is 0.0847. (3) The peptide sequence is AAAAAAYAAM. The MHC is H-2-Kb with pseudo-sequence H-2-Kb. The binding affinity (normalized) is 0.463. (4) The peptide sequence is DEKPKVMEG. The MHC is HLA-B27:05 with pseudo-sequence HLA-B27:05. The binding affinity (normalized) is 0.0847. (5) The peptide sequence is FRISGRGGK. The MHC is HLA-B27:05 with pseudo-sequence HLA-B27:05. The binding affinity (normalized) is 0.378. (6) The peptide sequence is RPDTRHLRV. The binding affinity (normalized) is 0. The MHC is HLA-B35:01 with pseudo-sequence HLA-B35:01. (7) The peptide sequence is SEAQMSIQL. The MHC is HLA-B44:03 with pseudo-sequence HLA-B44:03. The binding affinity (normalized) is 0.575.